The task is: Predict which catalyst facilitates the given reaction.. This data is from Catalyst prediction with 721,799 reactions and 888 catalyst types from USPTO. (1) Reactant: [F:1][C:2]1[CH:7]=[CH:6][C:5]([C:8]2[S:12][C:11]([CH3:13])=[N:10][C:9]=2[C:14]([OH:16])=O)=[CH:4][CH:3]=1.C(Cl)(=O)C(Cl)=O.CN(C=O)C.Cl.[F:29][C:30]1[C:31]2[N:32]([CH:36]=[C:37]([CH2:39][C@@H:40]3[CH2:45][CH2:44][CH2:43][CH2:42][NH:41]3)[N:38]=2)[CH:33]=[CH:34][CH:35]=1. Product: [F:29][C:30]1[C:31]2[N:32]([CH:36]=[C:37]([CH2:39][C@@H:40]3[CH2:45][CH2:44][CH2:43][CH2:42][N:41]3[C:14]([C:9]3[N:10]=[C:11]([CH3:13])[S:12][C:8]=3[C:5]3[CH:4]=[CH:3][C:2]([F:1])=[CH:7][CH:6]=3)=[O:16])[N:38]=2)[CH:33]=[CH:34][CH:35]=1. The catalyst class is: 2. (2) Reactant: [C:1]([O:5][C:6](=[O:14])[NH:7][C:8]1[CH:12]=[CH:11][S:10][C:9]=1I)([CH3:4])([CH3:3])[CH3:2].[Br:15][C:16]1[CH:21]=[CH:20][C:19](B(O)O)=[CH:18][CH:17]=1.C([O-])([O-])=O.[Na+].[Na+]. Product: [C:1]([O:5][C:6](=[O:14])[NH:7][C:8]1[CH:12]=[CH:11][S:10][C:9]=1[C:19]1[CH:20]=[CH:21][C:16]([Br:15])=[CH:17][CH:18]=1)([CH3:4])([CH3:3])[CH3:2]. The catalyst class is: 73. (3) Reactant: [N:1]1[CH:6]=[CH:5][CH:4]=[CH:3][C:2]=1[N:7]1[C:11]([C:12]([F:15])([F:14])[F:13])=[C:10]([C:16]([O:18]CC)=[O:17])[CH:9]=[N:8]1.[OH-].[Na+]. The catalyst class is: 8. Product: [N:1]1[CH:6]=[CH:5][CH:4]=[CH:3][C:2]=1[N:7]1[C:11]([C:12]([F:14])([F:15])[F:13])=[C:10]([C:16]([OH:18])=[O:17])[CH:9]=[N:8]1. (4) The catalyst class is: 71. Product: [CH3:28][O:29][C:30]1[CH:31]=[C:32]([NH:33][C:2]2[C:11]3=[N:12][NH:13][C:14]([C:15]([F:18])([F:16])[F:17])=[C:10]3[C:9]3[CH:8]=[CH:7][CH:6]=[CH:5][C:4]=3[N:3]=2)[CH:34]=[CH:35][C:36]=1[O:37][CH3:38]. Reactant: Cl[C:2]1[C:11]2=[N:12][N:13](CC3C=CC(OC)=CC=3)[C:14]([C:15]([F:18])([F:17])[F:16])=[C:10]2[C:9]2[CH:8]=[CH:7][CH:6]=[CH:5][C:4]=2[N:3]=1.[CH3:28][O:29][C:30]1[CH:31]=[C:32]([CH:34]=[CH:35][C:36]=1[O:37][CH3:38])[NH2:33].Cl. (5) Reactant: [NH2:1][CH:2]1[CH2:7][CH2:6][N:5]([CH2:8][C:9]2[CH:14]=[CH:13][CH:12]=[CH:11][CH:10]=2)[CH2:4][CH2:3]1.[CH2:15]([O:17][P:18]([CH2:23][CH2:24]Br)(=[O:22])[O:19][CH2:20][CH3:21])[CH3:16]. Product: [CH2:15]([O:17][P:18]([CH2:23][CH2:24][NH:1][CH:2]1[CH2:7][CH2:6][N:5]([CH2:8][C:9]2[CH:14]=[CH:13][CH:12]=[CH:11][CH:10]=2)[CH2:4][CH2:3]1)(=[O:22])[O:19][CH2:20][CH3:21])[CH3:16]. The catalyst class is: 14. (6) Reactant: [F:1][CH2:2][CH2:3][N:4]1[CH2:7][CH:6]([NH:8][C:9]2[CH:14]=[CH:13][C:12]([N+:15]([O-])=O)=[C:11]([O:18][CH3:19])[CH:10]=2)[CH2:5]1. The catalyst class is: 505. Product: [F:1][CH2:2][CH2:3][N:4]1[CH2:7][CH:6]([NH:8][C:9]2[CH:14]=[CH:13][C:12]([NH2:15])=[C:11]([O:18][CH3:19])[CH:10]=2)[CH2:5]1. (7) Reactant: CO[CH:3](OC)[CH2:4][C:5]1[CH:28]=[CH:27][C:8]([NH:9][CH:10]2[CH2:15][CH2:14][N:13]([C:16]([N:18]3[CH2:22][CH2:21][CH2:20][C@H:19]3[C:23]([O:25][CH3:26])=[O:24])=[O:17])[CH2:12][CH2:11]2)=[CH:7][CH:6]=1.[I-].[Na+].Cl[Si](Cl)(Cl)C.[C:38](O)(=[O:40])C.NC[C@@H]([C:46]1[CH:47]=[CH:48][C:49](O)=[C:50]([NH:52][S:53]([CH3:56])(=[O:55])=[O:54])[CH:51]=1)O.[C:58]([BH3-])#[N:59].[Na+].C[OH:63]. Product: [OH:40][C@H:38]([C:49]1[CH:48]=[CH:47][C:46]([OH:63])=[CH:51][C:50]=1[NH:52][S:53]([CH3:56])(=[O:54])=[O:55])[CH2:58][NH:59][CH2:3][CH2:4][C:5]1[CH:28]=[CH:27][C:8]([NH:9][CH:10]2[CH2:11][CH2:12][N:13]([C:16]([N:18]3[CH2:22][CH2:21][CH2:20][C@H:19]3[C:23]([O:25][CH3:26])=[O:24])=[O:17])[CH2:14][CH2:15]2)=[CH:7][CH:6]=1. The catalyst class is: 245. (8) Reactant: [C:1]([C:5]1[CH:6]=[C:7]([CH:10]=[C:11]([C:20]([CH3:23])([CH3:22])[CH3:21])[C:12]=1[O:13][CH2:14][O:15][CH2:16][CH2:17][O:18][CH3:19])[CH:8]=O)([CH3:4])([CH3:3])[CH3:2].[C:24]([NH:28][OH:29])([CH3:27])([CH3:26])[CH3:25]. Product: [CH3:19][O:18][CH2:17][CH2:16][O:15][CH2:14][O:13][C:12]1[C:11]([C:20]([CH3:22])([CH3:21])[CH3:23])=[CH:10][C:7]([CH:8]=[N+:28]([C:24]([CH3:27])([CH3:26])[CH3:25])[O-:29])=[CH:6][C:5]=1[C:1]([CH3:3])([CH3:2])[CH3:4]. The catalyst class is: 48.